This data is from CYP2C9 inhibition data for predicting drug metabolism from PubChem BioAssay. The task is: Regression/Classification. Given a drug SMILES string, predict its absorption, distribution, metabolism, or excretion properties. Task type varies by dataset: regression for continuous measurements (e.g., permeability, clearance, half-life) or binary classification for categorical outcomes (e.g., BBB penetration, CYP inhibition). Dataset: cyp2c9_veith. The drug is Cc1ccc(S(=O)(=O)CC#CCOC(=O)c2ccc([N+](=O)[O-])cc2)cc1. The result is 1 (inhibitor).